Task: Predict the reactants needed to synthesize the given product.. Dataset: Full USPTO retrosynthesis dataset with 1.9M reactions from patents (1976-2016) (1) Given the product [NH2:16][C:17]1[O:18][CH2:19][CH2:20][C@:21]2([C:35]3[C:30](=[N:31][CH:32]=[C:33]([C:3]4[CH2:2][O:1][CH2:6][CH2:5][CH:4]=4)[CH:34]=3)[O:29][C:28]3[C:23]2=[CH:24][C:25]([NH:37][C:38](=[O:46])[C:39]2[CH:44]=[CH:43][C:42]([Cl:45])=[CH:41][N:40]=2)=[CH:26][CH:27]=3)[N:22]=1, predict the reactants needed to synthesize it. The reactants are: [O:1]1[CH2:6][CH2:5][CH:4]=[C:3](B2OC(C)(C)C(C)(C)O2)[CH2:2]1.[NH2:16][C:17]1[O:18][CH2:19][CH2:20][C@:21]2([C:35]3[C:30](=[N:31][CH:32]=[C:33](Br)[CH:34]=3)[O:29][C:28]3[C:23]2=[CH:24][C:25]([NH:37][C:38](=[O:46])[C:39]2[CH:44]=[CH:43][C:42]([Cl:45])=[CH:41][N:40]=2)=[CH:26][CH:27]=3)[N:22]=1.P([O-])([O-])([O-])=O.[K+].[K+].[K+]. (2) Given the product [Cl:28][C:8]1[NH:7][C:6]2[C:5]([CH:21]([CH2:24][CH3:25])[CH2:22][CH3:23])=[CH:4][CH:3]=[C:2]([Cl:1])[C:10]=2[N:9]=1, predict the reactants needed to synthesize it. The reactants are: [Cl:1][C:2]1[C:10]2[NH:9][C:8](=O)[N:7](CC3C=CC(OC)=CC=3)[C:6]=2[C:5]([CH:21]([CH2:24][CH3:25])[CH2:22][CH3:23])=[CH:4][CH:3]=1.P(Cl)(Cl)([Cl:28])=O. (3) Given the product [Br:12][C:10]1[S:11][C:4]2[CH2:3][N:2]([CH3:1])[CH2:7][CH:6]([OH:8])[C:5]=2[CH:9]=1, predict the reactants needed to synthesize it. The reactants are: [CH3:1][N:2]1[CH2:7][CH:6]([OH:8])[C:5]2[CH:9]=[CH:10][S:11][C:4]=2[CH2:3]1.[Br:12]Br.Br.S([O-])([O-])(=O)=S.[Na+].[Na+]. (4) The reactants are: [Cl:1][C:2]1[CH:7]=[CH:6][CH:5]=[CH:4][C:3]=1[C:8]1[O:12][N:11]=[CH:10][C:9]=1[C:13]([OH:15])=O.C(O)(=O)C(O)=O.[Cl:22][C:23]1[CH:28]=[CH:27][C:26]([CH:29]2[CH2:33][CH2:32][NH:31][CH2:30]2)=[CH:25][CH:24]=1. Given the product [Cl:1][C:2]1[CH:7]=[CH:6][CH:5]=[CH:4][C:3]=1[C:8]1[O:12][N:11]=[CH:10][C:9]=1[C:13]([N:31]1[CH2:32][CH2:33][CH:29]([C:26]2[CH:27]=[CH:28][C:23]([Cl:22])=[CH:24][CH:25]=2)[CH2:30]1)=[O:15], predict the reactants needed to synthesize it. (5) Given the product [CH3:25][C:24]1[C:23](=[O:26])[O:22][CH2:21][C:20]=1[N:4]1[CH2:3][C:2](=[O:1])[C:6]2([CH2:7][CH2:8][N:9]([C:12]([O:14][C:15]([CH3:18])([CH3:17])[CH3:16])=[O:13])[CH2:10][CH2:11]2)[C:5]1=[O:19], predict the reactants needed to synthesize it. The reactants are: [OH:1][CH:2]1[C:6]2([CH2:11][CH2:10][N:9]([C:12]([O:14][C:15]([CH3:18])([CH3:17])[CH3:16])=[O:13])[CH2:8][CH2:7]2)[C:5](=[O:19])[N:4]([C:20]2[CH2:21][O:22][C:23](=[O:26])[C:24]=2[CH3:25])[CH2:3]1.C(=O)(O)[O-].[Na+].CC(OI1(OC(C)=O)(OC(C)=O)OC(=O)C2C=CC=CC1=2)=O. (6) The reactants are: Cl[C:2]1[C:11]([N+:12]([O-:14])=[O:13])=[CH:10][C:5]([C:6]([O:8][CH3:9])=[O:7])=[CH:4][N:3]=1.[CH3:15][NH2:16]. Given the product [CH3:15][NH:16][C:2]1[C:11]([N+:12]([O-:14])=[O:13])=[CH:10][C:5]([C:6]([O:8][CH3:9])=[O:7])=[CH:4][N:3]=1, predict the reactants needed to synthesize it. (7) The reactants are: [Cl:1][C:2]1[CH:7]=[CH:6][C:5]([C:8]2[C:9]([CH:14]([NH:24]S(C(C)(C)C)=O)[CH2:15][C:16]3[CH:21]=[C:20]([F:22])[CH:19]=[C:18]([F:23])[CH:17]=3)=[N:10][CH:11]=[CH:12][N:13]=2)=[CH:4][CH:3]=1.Cl. Given the product [Cl:1][C:2]1[CH:7]=[CH:6][C:5]([C:8]2[C:9]([CH:14]([NH2:24])[CH2:15][C:16]3[CH:21]=[C:20]([F:22])[CH:19]=[C:18]([F:23])[CH:17]=3)=[N:10][CH:11]=[CH:12][N:13]=2)=[CH:4][CH:3]=1, predict the reactants needed to synthesize it.